The task is: Predict the reactants needed to synthesize the given product.. This data is from Full USPTO retrosynthesis dataset with 1.9M reactions from patents (1976-2016). (1) Given the product [Cl:8][C:9]1[CH:28]=[CH:27][C:12]([O:13][C:14]2[C:23]3[C:18](=[CH:19][C:20]([O:26][CH2:45][CH2:44][CH2:43][N:40]4[CH2:41][CH2:42][N:37]([CH3:36])[CH2:38][CH2:39]4)=[C:21]([O:24][CH3:25])[CH:22]=3)[N:17]=[CH:16][N:15]=2)=[C:11]([F:29])[CH:10]=1, predict the reactants needed to synthesize it. The reactants are: FC(F)(F)C(O)=O.[Cl:8][C:9]1[CH:28]=[CH:27][C:12]([O:13][C:14]2[C:23]3[C:18](=[CH:19][C:20]([OH:26])=[C:21]([O:24][CH3:25])[CH:22]=3)[N:17]=[CH:16][N:15]=2)=[C:11]([F:29])[CH:10]=1.C(=O)([O-])[O-].[K+].[K+].[CH3:36][N:37]1[CH2:42][CH2:41][N:40]([CH2:43][CH2:44][CH2:45]OS(C2C=CC(C)=CC=2)(=O)=O)[CH2:39][CH2:38]1. (2) Given the product [CH:7]1[CH:6]=[C:5]2[CH:4]=[CH:3][C:2]([OH:11])=[C:1]([C:1]3[C:10]4[C:5](=[CH:6][CH:7]=[CH:8][CH:9]=4)[CH:4]=[CH:3][C:2]=3[OH:11])[C:10]2=[CH:9][CH:8]=1, predict the reactants needed to synthesize it. The reactants are: [CH:1]1[C:10]2[C:5](=[CH:6][CH:7]=[CH:8][CH:9]=2)[CH:4]=[CH:3][C:2]=1[OH:11]. (3) Given the product [C:1]([C:3](=[CH:9][C:10]1[CH:11]=[CH:12][C:13]([NH:16][C:17]2[N:18]=[C:19]3[C:25]([C:26](=[O:31])[C:27]([CH3:30])([CH3:29])[CH3:28])=[CH:24][NH:23][C:20]3=[N:21][CH:22]=2)=[CH:14][CH:15]=1)[C:4]([NH:6][CH2:7][CH3:8])=[O:5])#[N:2], predict the reactants needed to synthesize it. The reactants are: [C:1]([C:3](=[CH:9][C:10]1[CH:15]=[CH:14][C:13]([NH:16][C:17]2[N:18]=[C:19]3[C:25]([C:26](=[O:31])[C:27]([CH3:30])([CH3:29])[CH3:28])=[CH:24][N:23](COCC[Si](C)(C)C)[C:20]3=[N:21][CH:22]=2)=[CH:12][CH:11]=1)[C:4]([NH:6][CH2:7][CH3:8])=[O:5])#[N:2].C(O)(C(F)(F)F)=O. (4) Given the product [CH:16]1([CH:13]([C:11]2[C:10]([CH3:15])=[N:9][N:8]([C:4]3[CH:5]=[CH:6][CH:7]=[C:2]([Cl:1])[CH:3]=3)[CH:12]=2)[OH:14])[CH2:21][CH2:20][CH2:19][CH2:18][CH2:17]1, predict the reactants needed to synthesize it. The reactants are: [Cl:1][C:2]1[CH:3]=[C:4]([N:8]2[CH:12]=[C:11]([CH:13]=[O:14])[C:10]([CH3:15])=[N:9]2)[CH:5]=[CH:6][CH:7]=1.[CH:16]1([Mg]Br)[CH2:21][CH2:20][CH2:19][CH2:18][CH2:17]1. (5) Given the product [Cl:1][C:14]1[CH:15]=[C:16]([C:18]([F:27])([C:19]([F:22])([F:21])[F:20])[C:23]([F:24])([F:25])[F:26])[CH:17]=[C:11]([CH2:9][CH3:10])[C:12]=1[NH2:13], predict the reactants needed to synthesize it. The reactants are: [Cl:1]N1C(=O)CCC1=O.[CH2:9]([C:11]1[CH:17]=[C:16]([C:18]([F:27])([C:23]([F:26])([F:25])[F:24])[C:19]([F:22])([F:21])[F:20])[CH:15]=[CH:14][C:12]=1[NH2:13])[CH3:10].[OH-].[Na+]. (6) Given the product [CH:31]1([NH:38][C:26]([CH2:25][NH:24][C:22](=[O:23])[C:21]2[CH:29]=[CH:30][C:18]([S:15](=[O:16])(=[O:17])[NH:14][C:9]3[CH:10]=[CH:11][CH:12]=[CH:13][C:8]=3[O:1][C:2]3[CH:3]=[CH:4][CH:5]=[CH:6][CH:7]=3)=[CH:19][CH:20]=2)=[O:28])[CH2:37][CH2:36][CH2:35][CH2:34][CH2:33][CH2:32]1, predict the reactants needed to synthesize it. The reactants are: [O:1]([C:8]1[CH:13]=[CH:12][CH:11]=[CH:10][C:9]=1[NH:14][S:15]([C:18]1[CH:30]=[CH:29][C:21]([C:22]([NH:24][CH2:25][C:26]([OH:28])=O)=[O:23])=[CH:20][CH:19]=1)(=[O:17])=[O:16])[C:2]1[CH:7]=[CH:6][CH:5]=[CH:4][CH:3]=1.[CH:31]1([NH2:38])[CH2:37][CH2:36][CH2:35][CH2:34][CH2:33][CH2:32]1. (7) Given the product [NH2:37][C:38]1[C:39]2[N:40]([C:44]([C@@H:48]3[CH2:56][CH2:55][C@@H:54]4[N:50]([C:51](=[O:57])[CH2:52][CH2:53]4)[CH2:49]3)=[N:45][C:46]=2[C:9]2[CH:10]=[CH:11][C:12]([C:13]([NH:15][C:16]3[CH:21]=[C:20]([C:22]([F:23])([F:24])[F:25])[CH:19]=[CH:18][N:17]=3)=[O:14])=[CH:26][CH:27]=2)[CH:41]=[CH:42][N:43]=1, predict the reactants needed to synthesize it. The reactants are: CC1(C)C(C)(C)OB([C:9]2[CH:27]=[CH:26][C:12]([C:13]([NH:15][C:16]3[CH:21]=[C:20]([C:22]([F:25])([F:24])[F:23])[CH:19]=[CH:18][N:17]=3)=[O:14])=[CH:11][CH:10]=2)O1.[O-]P([O-])([O-])=O.[K+].[K+].[K+].[NH2:37][C:38]1[C:39]2[N:40]([C:44]([C@@H:48]3[CH2:56][CH2:55][C@@H:54]4[N:50]([C:51](=[O:57])[CH2:52][CH2:53]4)[CH2:49]3)=[N:45][C:46]=2Br)[CH:41]=[CH:42][N:43]=1.